From a dataset of Reaction yield outcomes from USPTO patents with 853,638 reactions. Predict the reaction yield, written as a fraction of the theoretical maximum amount of product (1.0 means a 100% yield; for example, 0.34 means a 34% yield). (1) The reactants are [N+:1]([C:4]1[CH:5]=[C:6]([N:13]2[CH2:18][CH2:17][NH:16][CH:15]([C:19]([F:22])([F:21])[F:20])[CH2:14]2)[C:7]2[O:11][CH:10]=[CH:9][C:8]=2[CH:12]=1)([O-])=O.NN. The catalyst is C1COCC1.CCO.[Ni]. The product is [F:21][C:19]([F:20])([F:22])[CH:15]1[NH:16][CH2:17][CH2:18][N:13]([C:6]2[C:7]3[O:11][CH:10]=[CH:9][C:8]=3[CH:12]=[C:4]([NH2:1])[CH:5]=2)[CH2:14]1. The yield is 0.630. (2) The reactants are [CH3:1][NH:2][CH:3]1[CH2:8][CH2:7][CH:6]([NH:9][C:10]2[C:21]3[C:20]4[CH2:19][CH2:18][CH2:17][C:16]=4[S:15][C:14]=3[N:13]=[CH:12][N:11]=2)[CH2:5][CH2:4]1.[CH3:22][CH:23]([CH3:26])[CH:24]=O.[BH3-]C#N.[Na+]. The catalyst is CO.CCOC(C)=O. The product is [CH3:1][N:2]([CH2:22][CH:23]([CH3:26])[CH3:24])[CH:3]1[CH2:8][CH2:7][CH:6]([NH:9][C:10]2[C:21]3[C:20]4[CH2:19][CH2:18][CH2:17][C:16]=4[S:15][C:14]=3[N:13]=[CH:12][N:11]=2)[CH2:5][CH2:4]1. The yield is 0.630. (3) The reactants are [CH2:1]([O:8][C:9]([N:11]1[CH2:15][CH:14]([O:16][C:17](=[O:22])[C:18]([CH3:21])([CH3:20])[CH3:19])[CH2:13][NH:12]1)=[O:10])[C:2]1[CH:7]=[CH:6][CH:5]=[CH:4][CH:3]=1.C(N(CC)CC)C.[F:30][C:31]1[CH:36]=[CH:35][C:34]([CH2:37][C:38](O)=[O:39])=[CH:33][CH:32]=1.Cl.C(N=C=NCCCN(C)C)C. The yield is 0.910. The product is [CH2:1]([O:8][C:9]([N:11]1[CH2:15][CH:14]([O:16][C:17](=[O:22])[C:18]([CH3:19])([CH3:21])[CH3:20])[CH2:13][N:12]1[C:38](=[O:39])[CH2:37][C:34]1[CH:35]=[CH:36][C:31]([F:30])=[CH:32][CH:33]=1)=[O:10])[C:2]1[CH:7]=[CH:6][CH:5]=[CH:4][CH:3]=1. The catalyst is ClCCl. (4) The reactants are Br[C:2]1[CH:11]=[C:10]2[C:5]([C:6]([CH3:25])=[C:7]([C:14]([NH:16][CH2:17][C:18]3[CH:23]=[CH:22][CH:21]=[C:20]([F:24])[CH:19]=3)=[O:15])[C:8](=[O:13])[N:9]2[CH3:12])=[CH:4][CH:3]=1.[CH3:26][N:27](CCN(C)C)C.CCOC(C)=O.CCCCCC. The catalyst is CN(C=O)C.[C-]#N.[Zn+2].[C-]#N.C1C=CC(/C=C/C(/C=C/C2C=CC=CC=2)=O)=CC=1.C1C=CC(/C=C/C(/C=C/C2C=CC=CC=2)=O)=CC=1.C1C=CC(/C=C/C(/C=C/C2C=CC=CC=2)=O)=CC=1.[Pd].[Pd].CC1(C)C2C(=C(P(C3C=CC=CC=3)C3C=CC=CC=3)C=CC=2)OC2C(P(C3C=CC=CC=3)C3C=CC=CC=3)=CC=CC1=2. The product is [C:26]([C:2]1[CH:11]=[C:10]2[C:5]([C:6]([CH3:25])=[C:7]([C:14]([NH:16][CH2:17][C:18]3[CH:23]=[CH:22][CH:21]=[C:20]([F:24])[CH:19]=3)=[O:15])[C:8](=[O:13])[N:9]2[CH3:12])=[CH:4][CH:3]=1)#[N:27]. The yield is 0.430. (5) The reactants are O[CH2:2][C:3]1[S:7][C:6]([C:8]2[NH:9][C:10]3[C:15]([CH:16]=2)=[CH:14][CH:13]=[CH:12][C:11]=3[N:17]([CH:26]([CH3:28])[CH3:27])[S:18]([C:21]2[S:22][CH:23]=[CH:24][CH:25]=2)(=[O:20])=[O:19])=[N:5][CH:4]=1.S(Cl)([Cl:31])=O.O1CCCC1. The catalyst is CN(C)C=O.O. The product is [Cl:31][CH2:2][C:3]1[S:7][C:6]([C:8]2[NH:9][C:10]3[C:15]([CH:16]=2)=[CH:14][CH:13]=[CH:12][C:11]=3[N:17]([CH:26]([CH3:28])[CH3:27])[S:18]([C:21]2[S:22][CH:23]=[CH:24][CH:25]=2)(=[O:20])=[O:19])=[N:5][CH:4]=1. The yield is 0.900. (6) The yield is 0.840. The product is [Cl:17][C:8]1[C:7]2[N:6]=[C:4](/[C:3](=[N:18]/[OH:19])/[C:1]#[N:2])[N:13]([CH2:14][CH3:15])[C:12]=2[CH:11]=[C:10]([Cl:16])[N:9]=1. The reactants are [C:1]([CH2:3][C:4]([NH:6][C:7]1[C:8]([Cl:17])=[N:9][C:10]([Cl:16])=[CH:11][C:12]=1[NH:13][CH2:14][CH3:15])=O)#[N:2].[N:18]([O-])=[O:19].[Na+]. The catalyst is C(O)(=O)C. (7) The reactants are [C:1]([C:3]1[N:8]=[CH:7][C:6]([NH:9][C:10]([CH:12]2[NH:16][CH:15]([CH2:17][C:18]([CH3:21])([CH3:20])[CH3:19])[C:14]3([C:29]4[C:24](=[CH:25][C:26]([Cl:30])=[CH:27][CH:28]=4)[NH:23][C:22]3=[O:31])[CH:13]2[C:32]2[CH:37]=[CH:36][CH:35]=[C:34]([Cl:38])[C:33]=2[F:39])=[O:11])=[CH:5][N:4]=1)#[N:2].[OH:40]O.[OH-].[Na+]. The catalyst is CS(C)=O. The product is [C:1]([C:3]1[N:8]=[CH:7][C:6]([NH:9][C:10]([CH:12]2[NH:16][CH:15]([CH2:17][C:18]([CH3:21])([CH3:20])[CH3:19])[C:14]3([C:29]4[C:24](=[CH:25][C:26]([Cl:30])=[CH:27][CH:28]=4)[NH:23][C:22]3=[O:31])[CH:13]2[C:32]2[CH:37]=[CH:36][CH:35]=[C:34]([Cl:38])[C:33]=2[F:39])=[O:11])=[CH:5][N:4]=1)(=[O:40])[NH2:2]. The yield is 0.260. (8) The reactants are [NH2:1][C:2]1[N:7]=[C:6]([S:8][CH2:9][C:10]([NH:12][C:13]2[CH:18]=[C:17]([C:19]([F:22])([F:21])[F:20])[CH:16]=[CH:15][C:14]=2[NH2:23])=O)[C:5]([C:24]#[N:25])=[C:4]([S:26][CH3:27])[N:3]=1. The catalyst is CC(O)=O. The product is [NH2:1][C:2]1[N:3]=[C:4]([S:26][CH3:27])[C:5]([C:24]#[N:25])=[C:6]([S:8][CH2:9][C:10]2[NH:12][C:13]3[CH:18]=[C:17]([C:19]([F:22])([F:21])[F:20])[CH:16]=[CH:15][C:14]=3[N:23]=2)[N:7]=1. The yield is 0.940.